From a dataset of Full USPTO retrosynthesis dataset with 1.9M reactions from patents (1976-2016). Predict the reactants needed to synthesize the given product. (1) Given the product [Br:26][C:27]1[C:28]([F:35])=[CH:29][C:30]([C:9]2[CH:18]=[C:17]3[C:12]([CH:13]=[C:14]([NH:19][C:20]([CH:22]4[CH2:23][CH2:24]4)=[O:21])[N:15]=[CH:16]3)=[CH:11][CH:10]=2)=[C:31]([CH3:33])[CH:32]=1, predict the reactants needed to synthesize it. The reactants are: CC1(C)C(C)(C)OB([C:9]2[CH:18]=[C:17]3[C:12]([CH:13]=[C:14]([NH:19][C:20]([CH:22]4[CH2:24][CH2:23]4)=[O:21])[N:15]=[CH:16]3)=[CH:11][CH:10]=2)O1.[Br:26][C:27]1[CH:32]=[C:31]([CH3:33])[C:30](I)=[CH:29][C:28]=1[F:35]. (2) Given the product [Cl:1][C:2]1[CH:3]=[CH:4][C:5]([O:15][CH3:16])=[C:6]([C:8]2[N:9]=[C:10]([CH3:14])[S:11][C:12]=2[NH:13][C:26]([C:19]2[CH:18]=[N:17][N:21]3[CH:22]=[CH:23][CH:24]=[N:25][C:20]=23)=[O:27])[CH:7]=1, predict the reactants needed to synthesize it. The reactants are: [Cl:1][C:2]1[CH:3]=[CH:4][C:5]([O:15][CH3:16])=[C:6]([C:8]2[N:9]=[C:10]([CH3:14])[S:11][C:12]=2[NH2:13])[CH:7]=1.[N:17]1[N:21]2[CH:22]=[CH:23][CH:24]=[N:25][C:20]2=[C:19]([C:26](Cl)=[O:27])[CH:18]=1. (3) Given the product [CH2:27]([O:29][C:30]([C:32]1([C:35]2[CH:40]=[CH:39][C:38]([C:2]3[CH:7]=[CH:6][C:5]([C:8]4[O:12][N:11]=[C:10]([CH3:13])[C:9]=4[CH:14]([OH:26])[C:15](=[O:16])[NH:17][C@@H:18]([C:20]4[CH:25]=[CH:24][CH:23]=[CH:22][CH:21]=4)[CH3:19])=[CH:4][CH:3]=3)=[CH:37][CH:36]=2)[CH2:33][CH2:34]1)=[O:31])[CH3:28], predict the reactants needed to synthesize it. The reactants are: Br[C:2]1[CH:7]=[CH:6][C:5]([C:8]2[O:12][N:11]=[C:10]([CH3:13])[C:9]=2[CH:14]([OH:26])[C:15]([NH:17][C@@H:18]([C:20]2[CH:25]=[CH:24][CH:23]=[CH:22][CH:21]=2)[CH3:19])=[O:16])=[CH:4][CH:3]=1.[CH2:27]([O:29][C:30]([C:32]1([C:35]2[CH:40]=[CH:39][C:38](B3OC(C)(C)C(C)(C)O3)=[CH:37][CH:36]=2)[CH2:34][CH2:33]1)=[O:31])[CH3:28]. (4) Given the product [NH2:27][CH2:26][C:25]1[CH:24]=[CH:23][C:22]([CH2:21][NH:20][C:18]([C:17]2[CH:16]=[CH:15][C:14]([NH:13][C:11]([N:6]3[CH2:5][C:4]4[C:8](=[CH:9][CH:10]=[C:2]([F:1])[CH:3]=4)[CH2:7]3)=[O:12])=[CH:38][CH:37]=2)=[O:19])=[CH:36][CH:35]=1, predict the reactants needed to synthesize it. The reactants are: [F:1][C:2]1[CH:3]=[C:4]2[C:8](=[CH:9][CH:10]=1)[CH2:7][N:6]([C:11]([NH:13][C:14]1[CH:38]=[CH:37][C:17]([C:18]([NH:20][CH2:21][C:22]3[CH:36]=[CH:35][C:25]([CH2:26][NH:27]C(=O)OC(C)(C)C)=[CH:24][CH:23]=3)=[O:19])=[CH:16][CH:15]=1)=[O:12])[CH2:5]2.FC(F)(F)C(O)=O.